From a dataset of NCI-60 drug combinations with 297,098 pairs across 59 cell lines. Regression. Given two drug SMILES strings and cell line genomic features, predict the synergy score measuring deviation from expected non-interaction effect. (1) Drug 1: COC1=NC(=NC2=C1N=CN2C3C(C(C(O3)CO)O)O)N. Drug 2: B(C(CC(C)C)NC(=O)C(CC1=CC=CC=C1)NC(=O)C2=NC=CN=C2)(O)O. Cell line: NCI/ADR-RES. Synergy scores: CSS=10.8, Synergy_ZIP=0.964, Synergy_Bliss=2.46, Synergy_Loewe=-21.8, Synergy_HSA=2.53. (2) Drug 1: CS(=O)(=O)OCCCCOS(=O)(=O)C. Drug 2: C1CN(P(=O)(OC1)NCCCl)CCCl. Cell line: RPMI-8226. Synergy scores: CSS=18.6, Synergy_ZIP=-4.11, Synergy_Bliss=-2.39, Synergy_Loewe=-6.25, Synergy_HSA=-2.52. (3) Drug 1: C1=CC(=CC=C1CCCC(=O)O)N(CCCl)CCCl. Drug 2: CN(CC1=CN=C2C(=N1)C(=NC(=N2)N)N)C3=CC=C(C=C3)C(=O)NC(CCC(=O)O)C(=O)O. Cell line: T-47D. Synergy scores: CSS=16.7, Synergy_ZIP=0.815, Synergy_Bliss=9.20, Synergy_Loewe=-1.25, Synergy_HSA=1.47. (4) Drug 1: C1C(C(OC1N2C=C(C(=O)NC2=O)F)CO)O. Drug 2: COC1=C2C(=CC3=C1OC=C3)C=CC(=O)O2. Cell line: UACC-257. Synergy scores: CSS=6.70, Synergy_ZIP=-2.94, Synergy_Bliss=-2.08, Synergy_Loewe=3.67, Synergy_HSA=-1.57.